This data is from Reaction yield outcomes from USPTO patents with 853,638 reactions. The task is: Predict the reaction yield, written as a fraction of the theoretical maximum amount of product (1.0 means a 100% yield; for example, 0.34 means a 34% yield). (1) The reactants are [F:1][C:2]1[CH:9]=[C:8]([O:10][CH3:11])[C:7]([OH:12])=[CH:6][C:3]=1[CH:4]=O.[NH2:13][CH2:14][CH2:15][C:16]1[CH:21]=[CH:20][C:19]([OH:22])=[CH:18][CH:17]=1.CO.C(Cl)Cl.[BH4-].[Na+]. The catalyst is C1(C)C=CC=CC=1.C(O)CCC.CO. The product is [F:1][C:2]1[C:3]([CH2:4][NH:13][CH2:14][CH2:15][C:16]2[CH:21]=[CH:20][C:19]([OH:22])=[CH:18][CH:17]=2)=[CH:6][C:7]([OH:12])=[C:8]([O:10][CH3:11])[CH:9]=1. The yield is 0.930. (2) The reactants are [CH3:1][C:2]1[CH:3]=[C:4]([CH:6]=[C:7]([CH3:9])[CH:8]=1)[NH2:5].[C:10]([N:18]=[C:19]=[S:20])(=[O:17])[C:11]1[CH:16]=[CH:15][CH:14]=[CH:13][CH:12]=1. The catalyst is C(#N)C. The product is [CH3:1][C:2]1[CH:3]=[C:4]([NH:5][C:19]([NH:18][C:10](=[O:17])[C:11]2[CH:12]=[CH:13][CH:14]=[CH:15][CH:16]=2)=[S:20])[CH:6]=[C:7]([CH3:9])[CH:8]=1. The yield is 0.610.